From a dataset of Forward reaction prediction with 1.9M reactions from USPTO patents (1976-2016). Predict the product of the given reaction. (1) Given the reactants [N:1]1[C:10]2[C:5](=[CH:6][C:7]([C:11]3([C:14]4[N:18]5[CH:19]=[C:20]([N:23]6[CH:27]=[C:26]([C:28]([OH:30])=O)[CH:25]=[N:24]6)[CH:21]=[N:22][C:17]5=[N:16][CH:15]=4)[CH2:13][CH2:12]3)=[CH:8][CH:9]=2)[CH:4]=[CH:3][CH:2]=1.F[P-](F)(F)(F)(F)F.N1(O[P+](N(C)C)(N(C)C)[N:49]([CH3:51])[CH3:50])C2C=CC=CC=2N=N1.CNC.C(N(CC)C(C)C)(C)C, predict the reaction product. The product is: [CH3:50][N:49]([CH3:51])[C:28]([C:26]1[CH:25]=[N:24][N:23]([C:20]2[CH:21]=[N:22][C:17]3[N:18]([C:14]([C:11]4([C:7]5[CH:6]=[C:5]6[C:10](=[CH:9][CH:8]=5)[N:1]=[CH:2][CH:3]=[CH:4]6)[CH2:12][CH2:13]4)=[CH:15][N:16]=3)[CH:19]=2)[CH:27]=1)=[O:30]. (2) The product is: [Cl:31][C:9]1[N:10]([CH2:12][C:13]2[CH:14]=[CH:15][C:16]([C:19]3[CH:24]=[CH:23][N:22]=[CH:21][CH:20]=3)=[CH:17][CH:18]=2)[N:11]=[C:5]2[C:6]=1[C:7](=[O:8])[N:2]([CH3:1])[C:3](=[O:30])[N:4]2[CH2:25][C:26]([CH3:27])([CH3:29])[CH3:28]. Given the reactants [CH3:1][N:2]1[C:7](=[O:8])[C:6]2=[CH:9][N:10]([CH2:12][C:13]3[CH:18]=[CH:17][C:16]([C:19]4[CH:24]=[CH:23][N:22]=[CH:21][CH:20]=4)=[CH:15][CH:14]=3)[N:11]=[C:5]2[N:4]([CH2:25][C:26]([CH3:29])([CH3:28])[CH3:27])[C:3]1=[O:30].[Cl:31]C(Cl)(Cl)C(Cl)(Cl)Cl.[Li+].C[Si]([N-][Si](C)(C)C)(C)C.O, predict the reaction product. (3) Given the reactants [CH3:1][C:2]1[CH:11]=[CH:10][CH:9]=[C:8]2[C:3]=1[C:4](=[O:46])[N:5]([C:32]1[CH:33]=[C:34](OS(C(F)(F)F)(=O)=O)[CH:35]=[CH:36][CH:37]=1)[C:6]([CH:12]([NH:14][C:15]1[N:23]=[CH:22][N:21]=[C:20]3[C:16]=1[N:17]=[CH:18][N:19]3[CH2:24][O:25][CH2:26][CH2:27][Si:28]([CH3:31])([CH3:30])[CH3:29])[CH3:13])=[N:7]2.[CH3:47][N:48](C=O)C, predict the reaction product. The product is: [CH3:1][C:2]1[CH:11]=[CH:10][CH:9]=[C:8]2[C:3]=1[C:4](=[O:46])[N:5]([C:32]1[CH:33]=[C:34]([CH:35]=[CH:36][CH:37]=1)[C:47]#[N:48])[C:6]([CH:12]([NH:14][C:15]1[N:23]=[CH:22][N:21]=[C:20]3[C:16]=1[N:17]=[CH:18][N:19]3[CH2:24][O:25][CH2:26][CH2:27][Si:28]([CH3:30])([CH3:29])[CH3:31])[CH3:13])=[N:7]2. (4) Given the reactants Cl[C:2]1[C:11]2=[N:12][N:13](CC3C=CC(OC)=CC=3)[CH:14]=[C:10]2[C:9]2[CH:8]=[C:7]([O:24][CH3:25])[CH:6]=[CH:5][C:4]=2[N:3]=1.[CH2:26]([O:28][C:29]1[CH:30]=[C:31]([CH:33]=[CH:34][C:35]=1[O:36][CH2:37][CH3:38])[NH2:32])[CH3:27].Cl, predict the reaction product. The product is: [CH2:26]([O:28][C:29]1[CH:30]=[C:31]([NH:32][C:2]2[C:11]3[NH:12][N:13]=[CH:14][C:10]=3[C:9]3[CH:8]=[C:7]([O:24][CH3:25])[CH:6]=[CH:5][C:4]=3[N:3]=2)[CH:33]=[CH:34][C:35]=1[O:36][CH2:37][CH3:38])[CH3:27]. (5) Given the reactants [Cl:1][C:2]1[CH:7]=[C:6]([Cl:8])[C:5]([O:9][CH3:10])=[CH:4][C:3]=1[NH:11][C:12]1[C:21]2[C:16](=[CH:17][C:18]([O:24][CH2:25][CH2:26][CH2:27][N:28]3[CH2:33][CH2:32][N:31]([CH3:34])[CH2:30][CH2:29]3)=[C:19]([O:22][CH3:23])[CH:20]=2)[N:15]=[CH:14][C:13]=1[C:35]#[N:36], predict the reaction product. The product is: [CH3:5][O-:9].[Cl:1][C:2]1[CH:7]=[C:6]([Cl:8])[C:5]([O:9][CH3:10])=[CH:4][C:3]=1[NH:11][C:12]1[C:21]2[C:16](=[CH:17][C:18]([O:24][CH2:25][CH2:26][CH2:27][N:28]3[CH2:33][CH2:32][N:31]([CH3:34])[CH2:30][CH2:29]3)=[C:19]([O:22][CH3:23])[CH:20]=2)[N:15]=[CH:14][C:13]=1[C:35]#[N:36]. (6) Given the reactants [CH3:1][N:2]([CH3:32])[C:3]([C:5]1[N:26]([CH:27]2[CH2:31][CH2:30][CH2:29][CH2:28]2)[C:8]2[N:9]=[C:10]([NH:13][C:14]3[CH:19]=[CH:18][C:17]([N:20]4[CH2:25][CH2:24][NH:23][CH2:22][CH2:21]4)=[CH:16][N:15]=3)[N:11]=[CH:12][C:7]=2[CH:6]=1)=[O:4].[N:33]1([C:39](Cl)=[O:40])[CH2:38][CH2:37][O:36][CH2:35][CH2:34]1, predict the reaction product. The product is: [CH3:1][N:2]([CH3:32])[C:3]([C:5]1[N:26]([CH:27]2[CH2:31][CH2:30][CH2:29][CH2:28]2)[C:8]2[N:9]=[C:10]([NH:13][C:14]3[CH:19]=[CH:18][C:17]([N:20]4[CH2:21][CH2:22][N:23]([C:39]([N:33]5[CH2:38][CH2:37][O:36][CH2:35][CH2:34]5)=[O:40])[CH2:24][CH2:25]4)=[CH:16][N:15]=3)[N:11]=[CH:12][C:7]=2[CH:6]=1)=[O:4]. (7) The product is: [CH3:13][C:10]1[N:9]=[C:8]([C:5]2[N:4]=[N:3][C:2]([N:15]3[CH2:20][CH2:19][C:18]4([C:24]5[CH:25]=[CH:26][CH:27]=[CH:28][C:23]=5[CH2:22][O:21]4)[CH2:17][CH2:16]3)=[CH:7][CH:6]=2)[S:12][N:11]=1. Given the reactants Cl[C:2]1[N:3]=[N:4][C:5]([C:8]2[S:12][N:11]=[C:10]([CH3:13])[N:9]=2)=[CH:6][CH:7]=1.Cl.[NH:15]1[CH2:20][CH2:19][C:18]2([C:24]3[CH:25]=[CH:26][CH:27]=[CH:28][C:23]=3[CH2:22][O:21]2)[CH2:17][CH2:16]1.C(=O)([O-])[O-].[K+].[K+], predict the reaction product.